Dataset: Reaction yield outcomes from USPTO patents with 853,638 reactions. Task: Predict the reaction yield, written as a fraction of the theoretical maximum amount of product (1.0 means a 100% yield; for example, 0.34 means a 34% yield). The reactants are [N:1]1[C:10]2[C:5](=[CH:6][CH:7]=[CH:8][CH:9]=2)[CH:4]=[CH:3][C:2]=1[NH:11][CH:12]1[CH2:17][CH2:16][CH2:15][CH:14]([NH2:18])[CH2:13]1.[CH:19]([C:21]12[CH2:35][CH:28]([C:29]3[CH:30]=[CH:31][CH:32]=[CH:33][C:34]=31)[C:27]1[C:22]2=[CH:23][CH:24]=[CH:25][CH:26]=1)=O. No catalyst specified. The product is [CH:23]1[C:22]2[C:21]3([CH2:19][NH:18][CH:14]4[CH2:15][CH2:16][CH2:17][CH:12]([NH:11][C:2]5[CH:3]=[CH:4][C:5]6[C:10](=[CH:9][CH:8]=[CH:7][CH:6]=6)[N:1]=5)[CH2:13]4)[CH2:35][CH:28]([C:29]4[C:34]3=[CH:33][CH:32]=[CH:31][CH:30]=4)[C:27]=2[CH:26]=[CH:25][CH:24]=1. The yield is 0.600.